From a dataset of Full USPTO retrosynthesis dataset with 1.9M reactions from patents (1976-2016). Predict the reactants needed to synthesize the given product. (1) Given the product [Cl:28][C:26]1[CH:25]=[C:24]([S:29]([NH:1][C:2]2[CH:3]=[C:4]([CH:16]=[CH:17][C:18]=2[O:19][CH3:20])[C:5]([NH:7][C:8]2[CH:13]=[CH:12][C:11]([F:14])=[C:10]([F:15])[CH:9]=2)=[O:6])(=[O:30])=[O:31])[CH:23]=[C:22]([Cl:21])[CH:27]=1, predict the reactants needed to synthesize it. The reactants are: [NH2:1][C:2]1[CH:3]=[C:4]([CH:16]=[CH:17][C:18]=1[O:19][CH3:20])[C:5]([NH:7][C:8]1[CH:13]=[CH:12][C:11]([F:14])=[C:10]([F:15])[CH:9]=1)=[O:6].[Cl:21][C:22]1[CH:23]=[C:24]([S:29](Cl)(=[O:31])=[O:30])[CH:25]=[C:26]([Cl:28])[CH:27]=1. (2) Given the product [CH2:1]([N:3]1[C:7]2=[N:8][C:9]([C:26]3[O:27][CH:29]=[N:28][C:30]=3[CH3:31])=[C:10]([CH2:19][CH2:20][C:21]([OH:23])=[O:22])[C:11]([C:12]3[CH:13]=[N:14][CH:15]=[C:16]([CH3:18])[CH:17]=3)=[C:6]2[CH:5]=[N:4]1)[CH3:2], predict the reactants needed to synthesize it. The reactants are: [CH2:1]([N:3]1[C:7]2=[N:8][C:9]([CH:26]=[O:27])=[C:10]([CH2:19][CH2:20][C:21]([O:23]CC)=[O:22])[C:11]([C:12]3[CH:13]=[N:14][CH:15]=[C:16]([CH3:18])[CH:17]=3)=[C:6]2[CH:5]=[N:4]1)[CH3:2].[N+:28]([CH:30](S(C1C=CC(C)=CC=1)(=O)=O)[CH3:31])#[C-:29].C(=O)([O-])[O-].[K+].[K+]. (3) Given the product [Br:2][CH2:14][CH2:13][CH2:12][CH2:11][C:5]1[CH:10]=[CH:9][CH:8]=[CH:7][CH:6]=1, predict the reactants needed to synthesize it. The reactants are: P(Br)(Br)[Br:2].[C:5]1([CH2:11][CH2:12][CH2:13][CH2:14]O)[CH:10]=[CH:9][CH:8]=[CH:7][CH:6]=1.O. (4) Given the product [F:29][CH:2]([F:1])[C:3]1[CH:7]=[C:6]([CH:8]([F:9])[F:10])[N:5]([CH2:11][C:12]([N:14]2[CH2:15][CH2:16][N:17]([C:20]3[N:25]=[C:24]([C:26]([O:28][CH:38]4[C:39]5[C:34](=[CH:33][CH:32]=[CH:31][CH:30]=5)[CH2:35][CH2:36][CH2:37]4)=[O:27])[CH:23]=[CH:22][CH:21]=3)[CH2:18][CH2:19]2)=[O:13])[N:4]=1, predict the reactants needed to synthesize it. The reactants are: [F:1][CH:2]([F:29])[C:3]1[CH:7]=[C:6]([CH:8]([F:10])[F:9])[N:5]([CH2:11][C:12]([N:14]2[CH2:19][CH2:18][N:17]([C:20]3[N:25]=[C:24]([C:26]([OH:28])=[O:27])[CH:23]=[CH:22][CH:21]=3)[CH2:16][CH2:15]2)=[O:13])[N:4]=1.[CH:30]1(O)[C:39]2[C:34](=[CH:35][CH:36]=[CH:37][CH:38]=2)[CH2:33][CH2:32][CH2:31]1.C(N=C=NCCCN(C)C)C.O. (5) The reactants are: [CH3:1][O:2][C:3]1[C:8]([N+:9]([O-])=O)=[C:7]([O:12][CH3:13])[N:6]=[C:5]([N:14]2[CH2:18][CH2:17][NH:16][C:15]2=[O:19])[N:4]=1.C(OCCOC1N=C(OC)C(N)=C(OC)N=1)(C)(C)C. Given the product [NH2:9][C:8]1[C:7]([O:12][CH3:13])=[N:6][C:5]([N:14]2[CH2:18][CH2:17][NH:16][C:15]2=[O:19])=[N:4][C:3]=1[O:2][CH3:1], predict the reactants needed to synthesize it. (6) Given the product [CH2:3]([O:5][C:6](=[O:23])[CH:7]([O:20][CH2:21][CH3:22])[CH2:8][C:9]1[C:18]2[CH2:17][CH2:16][CH2:15][CH2:14][C:13]=2[C:12]([O:19][CH2:25][C:26]2[N:27]=[C:28]([C:32]3[CH:33]=[CH:34][C:35]([CH:38]([CH3:40])[CH3:39])=[CH:36][CH:37]=3)[O:29][C:30]=2[CH3:31])=[CH:11][CH:10]=1)[CH3:4], predict the reactants needed to synthesize it. The reactants are: [H-].[Na+].[CH2:3]([O:5][C:6](=[O:23])[CH:7]([O:20][CH2:21][CH3:22])[CH2:8][C:9]1[C:18]2[CH2:17][CH2:16][CH2:15][CH2:14][C:13]=2[C:12]([OH:19])=[CH:11][CH:10]=1)[CH3:4].Cl[CH2:25][C:26]1[N:27]=[C:28]([C:32]2[CH:37]=[CH:36][C:35]([CH:38]([CH3:40])[CH3:39])=[CH:34][CH:33]=2)[O:29][C:30]=1[CH3:31].C(C1C=CC(C=O)=CC=1)(C)C.O=P(Cl)(Cl)Cl.